From a dataset of Forward reaction prediction with 1.9M reactions from USPTO patents (1976-2016). Predict the product of the given reaction. Given the reactants Cl[C:2]1[CH:7]=[C:6]([CH:8]([F:10])[CH3:9])[CH:5]=[CH:4][N:3]=1.[Na+].[I-:12].C(Cl)(=O)C, predict the reaction product. The product is: [F:10][CH:8]([C:6]1[CH:5]=[CH:4][N:3]=[C:2]([I:12])[CH:7]=1)[CH3:9].